From a dataset of Catalyst prediction with 721,799 reactions and 888 catalyst types from USPTO. Predict which catalyst facilitates the given reaction. (1) Reactant: [O-]CC.[Na+].[C:5]([O:9][C:10]([NH:12][CH:13]1[CH2:18][CH2:17][CH2:16][N:15]([C:19]([N:23]([CH2:28][C:29]([O:31][CH2:32][CH3:33])=[O:30])[CH2:24][C:25]#[C:26][CH3:27])=[N:20][C:21]#[N:22])[CH2:14]1)=[O:11])([CH3:8])([CH3:7])[CH3:6].Cl. Product: [NH2:22][C:21]1[N:20]=[C:19]([N:15]2[CH2:16][CH2:17][CH2:18][CH:13]([NH:12][C:10]([O:9][C:5]([CH3:8])([CH3:6])[CH3:7])=[O:11])[CH2:14]2)[N:23]([CH2:24][C:25]#[C:26][CH3:27])[C:28]=1[C:29]([O:31][CH2:32][CH3:33])=[O:30]. The catalyst class is: 8. (2) Product: [Li+:26].[C:20]([C:17]1[CH:16]=[CH:15][C:14]([N:11]2[CH2:10][CH2:9][N:8]([CH2:7][CH2:6][CH2:5][C:4]([O-:24])=[O:3])[CH2:13][CH2:12]2)=[CH:19][CH:18]=1)([CH3:23])([CH3:21])[CH3:22]. The catalyst class is: 7. Reactant: C([O:3][C:4](=[O:24])[CH2:5][CH2:6][CH2:7][N:8]1[CH2:13][CH2:12][N:11]([C:14]2[CH:19]=[CH:18][C:17]([C:20]([CH3:23])([CH3:22])[CH3:21])=[CH:16][CH:15]=2)[CH2:10][CH2:9]1)C.[OH-].[Li+:26].C(#N)C. (3) Reactant: [N:1]1[CH:6]=[CH:5][CH:4]=[CH:3][C:2]=1[CH2:7][N:8]1[CH2:13][CH2:12][N:11](C(OC(C)(C)C)=O)[CH2:10][CH2:9]1.FC(F)(F)C(O)=O. Product: [N:1]1[CH:6]=[CH:5][CH:4]=[CH:3][C:2]=1[CH2:7][N:8]1[CH2:13][CH2:12][NH:11][CH2:10][CH2:9]1. The catalyst class is: 4. (4) Reactant: [NH:1]1[C:9]2[C:4](=[CH:5][C:6]([NH:10][CH:11]3[CH2:16][CH2:15][C:14](=O)[CH2:13][CH2:12]3)=[CH:7][CH:8]=2)[CH:3]=[N:2]1.[CH:18]1([CH2:21][NH2:22])[CH2:20][CH2:19]1.C(O[BH-](OC(=O)C)OC(=O)C)(=O)C.[Na+].Cl.CO. Product: [CH:18]1([CH2:21][NH:22][CH:14]2[CH2:15][CH2:16][CH:11]([NH:10][C:6]3[CH:5]=[C:4]4[C:9](=[CH:8][CH:7]=3)[NH:1][N:2]=[CH:3]4)[CH2:12][CH2:13]2)[CH2:20][CH2:19]1. The catalyst class is: 5. (5) Reactant: [C:1]([N:8]1[CH2:11][C:10](=O)[CH2:9]1)([O:3][C:4]([CH3:7])(C)C)=[O:2].[CH3:13][NH:14][CH2:15][C:16]1[CH:21]=[CH:20][CH:19]=[CH:18][CH:17]=1.[BH-](OC(C)=O)(OC(C)=O)O[C:24]([CH3:26])=O.[Na+]. Product: [CH2:15]([N:14]([CH3:13])[CH:10]1[CH2:9][N:8]([C:1]([O:3][CH2:4][CH2:7][CH2:24][CH3:26])=[O:2])[CH2:11]1)[C:16]1[CH:21]=[CH:20][CH:19]=[CH:18][CH:17]=1. The catalyst class is: 478. (6) Reactant: C([O:3][C:4](=[O:34])[CH2:5][CH2:6][C:7]1[N:8]([C:24]2[CH:29]=[CH:28][C:27]([C:30](=[O:32])[NH2:31])=[CH:26][C:25]=2[CH3:33])[C:9]([C:12]2[CH:17]=[CH:16][C:15]([C:18]([O:20][CH3:21])=[O:19])=[CH:14][C:13]=2[O:22][CH3:23])=[CH:10][CH:11]=1)C.[OH-].[Na+]. The catalyst class is: 5. Product: [C:30]([C:27]1[CH:28]=[CH:29][C:24]([N:8]2[C:9]([C:12]3[CH:17]=[CH:16][C:15]([C:18]([O:20][CH3:21])=[O:19])=[CH:14][C:13]=3[O:22][CH3:23])=[CH:10][CH:11]=[C:7]2[CH2:6][CH2:5][C:4]([OH:34])=[O:3])=[C:25]([CH3:33])[CH:26]=1)(=[O:32])[NH2:31]. (7) Reactant: [Br:1][C:2]1[C:8]([F:9])=[CH:7][CH:6]=[CH:5][C:3]=1[NH2:4].C(=O)([O-])[O-].[K+].[K+].[C:16](Cl)(=[O:25])[CH:17]=[CH:18][C:19]1[CH:24]=[CH:23][CH:22]=[CH:21][CH:20]=1. Product: [Br:1][C:2]1[C:8]([F:9])=[CH:7][CH:6]=[CH:5][C:3]=1[NH:4][C:16](=[O:25])[CH:17]=[CH:18][C:19]1[CH:24]=[CH:23][CH:22]=[CH:21][CH:20]=1. The catalyst class is: 95.